Task: Predict the product of the given reaction.. Dataset: Forward reaction prediction with 1.9M reactions from USPTO patents (1976-2016) Given the reactants [F:1][C:2]([F:16])([F:15])[O:3][C:4]1[CH:5]=[CH:6][C:7]2[O:12][CH2:11][C:10](=[O:13])[NH:9][C:8]=2[CH:14]=1.[H-].[Na+].Br[CH2:20][C:21]([O:23][CH2:24][CH3:25])=[O:22].FC(F)(F)C(O)=O, predict the reaction product. The product is: [O:13]=[C:10]1[N:9]([CH2:20][C:21]([O:23][CH2:24][CH3:25])=[O:22])[C:8]2[CH:14]=[C:4]([O:3][C:2]([F:1])([F:15])[F:16])[CH:5]=[CH:6][C:7]=2[O:12][CH2:11]1.